Dataset: Full USPTO retrosynthesis dataset with 1.9M reactions from patents (1976-2016). Task: Predict the reactants needed to synthesize the given product. (1) The reactants are: [N:1]([C@@H:4]([C@H:8]([C:17]1[CH:22]=[CH:21][C:20]([C:23]#[N:24])=[CH:19][CH:18]=1)[C:9]1[CH:14]=[CH:13][C:12]([F:15])=[C:11]([F:16])[CH:10]=1)[C:5](O)=[O:6])=[N+]=[N-].[NH2:25][C:26]1[CH:56]=[CH:55][CH:54]=[C:53]([F:57])[C:27]=1[CH2:28][CH2:29][C@H:30]1[O:35][CH2:34][C@@H:33]([CH2:36][O:37][C:38](=[O:45])[NH:39][CH2:40][C:41]([F:44])([F:43])[F:42])[N:32](C(OC(C)(C)C)=O)[CH2:31]1. Given the product [C:23]([C:20]1[CH:21]=[CH:22][C:17]([C@H:8]([C:9]2[CH:14]=[CH:13][C:12]([F:15])=[C:11]([F:16])[CH:10]=2)[C@@H:4]([C:5]([NH:25][C:26]2[CH:56]=[CH:55][CH:54]=[C:53]([F:57])[C:27]=2[CH2:28][CH2:29][C@H:30]2[O:35][CH2:34][C@@H:33]([CH2:36][O:37][C:38](=[O:45])[NH:39][CH2:40][C:41]([F:44])([F:43])[F:42])[NH:32][CH2:31]2)=[O:6])[NH2:1])=[CH:18][CH:19]=1)#[N:24], predict the reactants needed to synthesize it. (2) The reactants are: [CH3:1][CH:2]([CH3:18])[C@@H:3](/[N:10]=[CH:11]/[C:12]1[CH:17]=[CH:16][CH:15]=[CH:14][N:13]=1)[CH2:4][O:5][Si](C)(C)C.[C:19]1([Mg]Br)[CH:24]=[CH:23][CH:22]=[CH:21][CH:20]=1. Given the product [CH3:1][CH:2]([CH3:18])[C@@H:3]([NH:10][C@H:11]([C:19]1[CH:24]=[CH:23][CH:22]=[CH:21][CH:20]=1)[C:12]1[CH:17]=[CH:16][CH:15]=[CH:14][N:13]=1)[CH2:4][OH:5], predict the reactants needed to synthesize it.